Dataset: Forward reaction prediction with 1.9M reactions from USPTO patents (1976-2016). Task: Predict the product of the given reaction. (1) Given the reactants Br[C:2]1[CH:7]=[CH:6][CH:5]=[CH:4][N:3]=1.O.[C:9]([N:16]1[CH2:21][CH:20]=[C:19](B2OC(C)(C)C(C)(C)O2)[CH2:18][CH2:17]1)([O:11][C:12]([CH3:15])([CH3:14])[CH3:13])=[O:10].C(=O)([O-])[O-].[Na+].[Na+], predict the reaction product. The product is: [N:3]1[CH:4]=[CH:5][CH:6]=[CH:7][C:2]=1[C:19]1[CH2:20][CH2:21][N:16]([C:9]([O:11][C:12]([CH3:15])([CH3:14])[CH3:13])=[O:10])[CH2:17][CH:18]=1. (2) The product is: [CH3:1][C:2]1[CH:7]=[C:6]([CH3:8])[NH:5][C:4](=[O:9])[C:3]=1[CH2:10][NH:11][C:12]([C:14]1[CH:19]=[C:18]([C:20]2[CH2:21][CH2:22][N:23]([CH:33]3[CH2:38][CH2:37][N:36]([C:39]([O:41][C:42]([CH3:45])([CH3:44])[CH3:43])=[O:40])[CH2:35][CH2:34]3)[CH2:24][CH:25]=2)[N:17]=[C:16]2[N:26]([CH:29]([CH3:31])[CH3:30])[N:27]=[CH:28][C:15]=12)=[O:13]. Given the reactants [CH3:1][C:2]1[CH:7]=[C:6]([CH3:8])[NH:5][C:4](=[O:9])[C:3]=1[CH2:10][NH:11][C:12]([C:14]1[C:15]2[CH:28]=[N:27][N:26]([CH:29]([CH3:31])[CH3:30])[C:16]=2[N:17]=[C:18]([C:20]2[CH2:21][CH2:22][NH:23][CH2:24][CH:25]=2)[CH:19]=1)=[O:13].O=[C:33]1[CH2:38][CH2:37][N:36]([C:39]([O:41][C:42]([CH3:45])([CH3:44])[CH3:43])=[O:40])[CH2:35][CH2:34]1.C(O)(=O)C.[BH3-]C#N.[Na+], predict the reaction product. (3) Given the reactants [I-].[K+].FC(F)(F)S([O:8][CH2:9][C:10]([C:13]#[N:14])([CH3:12])[CH3:11])(=O)=O.C(=O)([O-])[O-].[Cs+].[Cs+].[NH2:23][C:24]1[O:25][CH2:26][C@@:27]2([N:44]=1)[C:40]1[CH:39]=[C:38](O)[CH:37]=[C:36]([F:42])[C:35]=1[O:34][C:33]1[C:28]2=[CH:29][C:30]([Br:43])=[CH:31][CH:32]=1, predict the reaction product. The product is: [NH2:23][C:24]1[O:25][CH2:26][C@:27]2([N:44]=1)[C:28]1[CH:29]=[C:30]([Br:43])[CH:31]=[CH:32][C:33]=1[O:34][C:35]1[C:40]2=[CH:39][C:38]([O:8][CH2:9][C:10]([CH3:11])([CH3:12])[C:13]#[N:14])=[CH:37][C:36]=1[F:42]. (4) The product is: [CH2:1]([N:3]1[CH2:8][CH2:7][CH:6]([C:9]2[CH:14]=[CH:13][CH:12]=[C:11]([C:15]3([CH3:20])[O:16][CH2:17][CH2:18][O:19]3)[C:10]=2[F:21])[CH2:5][CH2:4]1)[CH3:2]. Given the reactants [CH2:1]([N:3]1[CH2:8][CH:7]=[C:6]([C:9]2[CH:14]=[CH:13][CH:12]=[C:11]([C:15]3([CH3:20])[O:19][CH2:18][CH2:17][O:16]3)[C:10]=2[F:21])[CH2:5][CH2:4]1)[CH3:2].Cl, predict the reaction product. (5) Given the reactants [CH2:1]([O:8][C@H:9]1[C@H:14]([O:15][CH2:16][C:17]2[CH:22]=[CH:21][CH:20]=[CH:19][CH:18]=2)[C@@H:13]([O:23][CH2:24][C:25]2[CH:30]=[CH:29][CH:28]=[CH:27][CH:26]=2)[C:12]([C:33]2[CH:38]=[CH:37][C:36]([CH:39]3[CH2:41][CH2:40]3)=[C:35]([CH2:42][C:43]3[CH:52]=[CH:51][C:46]4[O:47][CH2:48][CH2:49][O:50][C:45]=4[CH:44]=3)[CH:34]=2)([O:31][CH3:32])[O:11][C@@H:10]1[CH:53]=[O:54])[C:2]1[CH:7]=[CH:6][CH:5]=[CH:4][CH:3]=1.[CH2:55]=[O:56].[OH-].[K+], predict the reaction product. The product is: [CH2:1]([O:8][C@H:9]1[C@H:14]([O:15][CH2:16][C:17]2[CH:22]=[CH:21][CH:20]=[CH:19][CH:18]=2)[C@@H:13]([O:23][CH2:24][C:25]2[CH:26]=[CH:27][CH:28]=[CH:29][CH:30]=2)[C:12]([C:33]2[CH:38]=[CH:37][C:36]([CH:39]3[CH2:41][CH2:40]3)=[C:35]([CH2:42][C:43]3[CH:52]=[CH:51][C:46]4[O:47][CH2:48][CH2:49][O:50][C:45]=4[CH:44]=3)[CH:34]=2)([O:31][CH3:32])[O:11][C:10]1([CH2:55][OH:56])[CH2:53][OH:54])[C:2]1[CH:3]=[CH:4][CH:5]=[CH:6][CH:7]=1. (6) Given the reactants COC1C=CC(P2(SP(C3C=CC(OC)=CC=3)(=S)S2)=[S:10])=CC=1.[CH:23]1([C@H:29]2[CH2:35][NH:34][C:33](=O)[C@H:32]([NH:37][C:38](=[O:44])[O:39][C:40]([CH3:43])([CH3:42])[CH3:41])[CH2:31][CH2:30]2)[CH2:28][CH2:27][CH2:26][CH2:25][CH2:24]1, predict the reaction product. The product is: [CH:23]1([C@H:29]2[CH2:35][NH:34][C:33](=[S:10])[C@H:32]([NH:37][C:38](=[O:44])[O:39][C:40]([CH3:43])([CH3:42])[CH3:41])[CH2:31][CH2:30]2)[CH2:28][CH2:27][CH2:26][CH2:25][CH2:24]1. (7) Given the reactants C([O:4][CH2:5][C@H:6]1[CH2:11][C@@H:10]([O:12]C(=O)C)[CH2:9][CH2:8][C@:7]1([CH3:37])[C@H:16]1[CH2:24][CH2:23][C@@:22]2([CH3:25])[C@@H:18]([CH2:19][CH2:20][C:21]2=[CH2:26])[C@@H:17]1[CH2:27][NH:28][C:29](=[O:36])[C:30]1[CH:35]=[CH:34][CH:33]=[N:32][CH:31]=1)(=O)C.C([O-])([O-])=O.[K+].[K+], predict the reaction product. The product is: [OH:12][C@H:10]1[CH2:9][CH2:8][C@@:7]([C@H:16]2[CH2:24][CH2:23][C@@:22]3([CH3:25])[C@@H:18]([CH2:19][CH2:20][C:21]3=[CH2:26])[C@@H:17]2[CH2:27][NH:28][C:29](=[O:36])[C:30]2[CH:35]=[CH:34][CH:33]=[N:32][CH:31]=2)([CH3:37])[C@@H:6]([CH2:5][OH:4])[CH2:11]1. (8) Given the reactants [N:1]1[C:10]2[C:5](=[CH:6][CH:7]=[CH:8][CH:9]=2)[C:4]([C:11]([OH:13])=O)=[CH:3][CH:2]=1.CN1CCOCC1.F[P-](F)(F)(F)(F)F.N1(O[P+](N(C)C)(N(C)C)N(C)C)C2C=CC=CC=2N=N1.[CH3:48][O:49][C:50]1[CH:51]=[C:52]([N:58]2[CH2:63][CH2:62][NH:61][CH2:60][CH2:59]2)[CH:53]=[C:54]([O:56][CH3:57])[CH:55]=1, predict the reaction product. The product is: [CH3:48][O:49][C:50]1[CH:51]=[C:52]([N:58]2[CH2:59][CH2:60][N:61]([C:11]([C:4]3[C:5]4[C:10](=[CH:9][CH:8]=[CH:7][CH:6]=4)[N:1]=[CH:2][CH:3]=3)=[O:13])[CH2:62][CH2:63]2)[CH:53]=[C:54]([O:56][CH3:57])[CH:55]=1.